This data is from Reaction yield outcomes from USPTO patents with 853,638 reactions. The task is: Predict the reaction yield, written as a fraction of the theoretical maximum amount of product (1.0 means a 100% yield; for example, 0.34 means a 34% yield). (1) The reactants are [CH:1]([NH:4][C:5]([C@@H:7]1[CH2:12][CH2:11][C@H:10]([N:13]2[C:21]3[CH:20]=[C:19]([O:22][CH2:23][CH2:24][N:25]4[CH2:30][CH2:29][CH2:28][CH2:27][CH2:26]4)[N:18]=[CH:17][C:16]=3[NH:15]/[C:14]/2=[N:31]\[C:32]([N:34]2[CH2:39][CH2:38]O[CH2:36][CH2:35]2)=[O:33])[CH2:9][CH2:8]1)=[O:6])([CH3:3])[CH3:2].N1CCCC1. No catalyst specified. The product is [CH:1]([NH:4][C:5]([C@@H:7]1[CH2:12][CH2:11][C@H:10]([N:13]2[C:21]3[CH:20]=[C:19]([O:22][CH2:23][CH2:24][N:25]4[CH2:30][CH2:29][CH2:28][CH2:27][CH2:26]4)[N:18]=[CH:17][C:16]=3[NH:15]/[C:14]/2=[N:31]\[C:32]([N:34]2[CH2:35][CH2:36][CH2:38][CH2:39]2)=[O:33])[CH2:9][CH2:8]1)=[O:6])([CH3:2])[CH3:3]. The yield is 0.0450. (2) The reactants are [O:1]1[CH2:6][CH2:5][CH2:4][CH2:3][CH:2]1[N:7]1[C:15]2[C:10](=[CH:11][C:12]([C:16]3[N:20]=[CH:19][N:18]([C:21]([C:34]4[CH:39]=[CH:38][CH:37]=[CH:36][CH:35]=4)([C:28]4[CH:33]=[CH:32][CH:31]=[CH:30][CH:29]=4)[C:22]4[CH:27]=[CH:26][CH:25]=[CH:24][CH:23]=4)[N:17]=3)=[CH:13][CH:14]=2)[C:9]([C:40]2[CH:41]=[C:42]([CH:47]=[CH:48][CH:49]=2)[C:43](OC)=[O:44])=[N:8]1.O.[OH-].[Li+].[CH3:53][C:54]([CH3:58])([CH3:57])[CH2:55][NH2:56].O.ON1C2C=CC=CC=2N=N1. The catalyst is O1CCCC1.O1CCCC1.O. The product is [CH3:53][C:54]([CH3:58])([CH3:57])[CH2:55][NH:56][C:43]([C:42]1[CH:47]=[CH:48][CH:49]=[C:40]([C:9]2[C:10]3[C:15](=[CH:14][CH:13]=[C:12]([C:16]4[N:20]=[CH:19][N:18]([C:21]([C:28]5[CH:29]=[CH:30][CH:31]=[CH:32][CH:33]=5)([C:34]5[CH:39]=[CH:38][CH:37]=[CH:36][CH:35]=5)[C:22]5[CH:27]=[CH:26][CH:25]=[CH:24][CH:23]=5)[N:17]=4)[CH:11]=3)[N:7]([CH:2]3[CH2:3][CH2:4][CH2:5][CH2:6][O:1]3)[N:8]=2)[CH:41]=1)=[O:44]. The yield is 0.720. (3) The reactants are [CH3:1][O:2][C:3]1[CH:4]=[C:5]([NH:11][S:12]([C:15]2[CH:20]=[CH:19][C:18](/[CH:21]=[CH:22]/[CH2:23][N:24]3[C:32](=O)[C:31]4[C:26](=[CH:27][CH:28]=[CH:29][CH:30]=4)[C:25]3=[O:34])=[CH:17][CH:16]=2)(=[O:14])=[O:13])[CH:6]=[CH:7][C:8]=1[O:9][CH3:10].C(O)(=O)CC. The catalyst is C(O)(=O)C.[Zn]. The product is [CH3:1][O:2][C:3]1[CH:4]=[C:5]([NH:11][S:12]([C:15]2[CH:16]=[CH:17][C:18](/[CH:21]=[CH:22]/[CH2:23][N:24]3[CH2:32][C:31]4[C:26](=[CH:27][CH:28]=[CH:29][CH:30]=4)[C:25]3=[O:34])=[CH:19][CH:20]=2)(=[O:14])=[O:13])[CH:6]=[CH:7][C:8]=1[O:9][CH3:10]. The yield is 0.620. (4) The reactants are [C:9](O[C:9]([O:11][C:12]([CH3:15])([CH3:14])[CH3:13])=[O:10])([O:11][C:12]([CH3:15])([CH3:14])[CH3:13])=[O:10].[NH2:16][C:17]1[N:18]([C:27]([O:29][C:30]([CH3:33])([CH3:32])[CH3:31])=[O:28])[CH:19]=[C:20]([CH:22]([O:25][CH3:26])[O:23][CH3:24])[N:21]=1. The catalyst is ClCCl.CN(C1C=CN=CC=1)C. The product is [CH3:13][C:12]([O:11][C:9]([N:16]([C:9]([O:11][C:12]([CH3:13])([CH3:14])[CH3:15])=[O:10])[C:17]1[N:18]([C:27]([O:29][C:30]([CH3:33])([CH3:32])[CH3:31])=[O:28])[CH:19]=[C:20]([CH:22]([O:23][CH3:24])[O:25][CH3:26])[N:21]=1)=[O:10])([CH3:15])[CH3:14]. The yield is 0.870.